This data is from Full USPTO retrosynthesis dataset with 1.9M reactions from patents (1976-2016). The task is: Predict the reactants needed to synthesize the given product. (1) The reactants are: [F:1][C:2]1[CH:28]=[CH:27][C:5]([CH2:6][CH:7]2[CH2:12][CH2:11][N:10]([C:13](=[O:26])[C:14]([NH:16][C:17]3[CH:22]=[CH:21][C:20]([N+:23]([O-])=O)=[CH:19][CH:18]=3)=[O:15])[CH2:9][CH2:8]2)=[CH:4][CH:3]=1.C(OC(C)C)(C)C.CCCCCC. Given the product [NH2:23][C:20]1[CH:21]=[CH:22][C:17]([NH:16][C:14](=[O:15])[C:13]([N:10]2[CH2:11][CH2:12][CH:7]([CH2:6][C:5]3[CH:4]=[CH:3][C:2]([F:1])=[CH:28][CH:27]=3)[CH2:8][CH2:9]2)=[O:26])=[CH:18][CH:19]=1, predict the reactants needed to synthesize it. (2) Given the product [C:16]1([C:19]2[CH:24]=[CH:23][CH:22]=[CH:21][CH:20]=2)[CH:15]=[CH:14][C:13]([CH2:12][C@@H:3]([NH:2][C:26](=[O:32])[C:27]([O:29][CH2:30][CH3:31])=[O:28])[CH2:4][C@@H:5]([CH3:11])[C:6]([O:8][CH2:9][CH3:10])=[O:7])=[CH:18][CH:17]=1, predict the reactants needed to synthesize it. The reactants are: Cl.[NH2:2][C@H:3]([CH2:12][C:13]1[CH:18]=[CH:17][C:16]([C:19]2[CH:24]=[CH:23][CH:22]=[CH:21][CH:20]=2)=[CH:15][CH:14]=1)[CH2:4][C@@H:5]([CH3:11])[C:6]([O:8][CH2:9][CH3:10])=[O:7].Cl[C:26](=[O:32])[C:27]([O:29][CH2:30][CH3:31])=[O:28].C(N(CC)CC)C. (3) Given the product [C:42]1([CH3:52])[CH:43]=[CH:44][C:45]([S:48]([OH:51])(=[O:49])=[O:50])=[CH:46][CH:47]=1.[CH3:12][C@:8]([OH:11])([CH2:7][O:6][C:5]1[CH:13]=[CH:14][C:2]([N:26]2[CH2:27][CH2:28][CH:23]([O:22][C:21]3[CH:20]=[CH:19][C:18]([O:17][C:16]([F:15])([F:31])[F:32])=[CH:30][CH:29]=3)[CH2:24][CH2:25]2)=[CH:3][CH:4]=1)[CH2:9][OH:10], predict the reactants needed to synthesize it. The reactants are: Br[C:2]1[CH:14]=[CH:13][C:5]([O:6][CH2:7][C@:8]([CH3:12])([OH:11])[CH2:9][OH:10])=[CH:4][CH:3]=1.[F:15][C:16]([F:32])([F:31])[O:17][C:18]1[CH:30]=[CH:29][C:21]([O:22][CH:23]2[CH2:28][CH2:27][NH:26][CH2:25][CH2:24]2)=[CH:20][CH:19]=1.CC(C)([O-])C.[Na+].[Cl-].[NH4+].O.[C:42]1([CH3:52])[CH:47]=[CH:46][C:45]([S:48]([OH:51])(=[O:50])=[O:49])=[CH:44][CH:43]=1. (4) Given the product [CH:1]([C:4]1[CH:9]=[CH:8][C:7]([CH3:10])=[CH:6][C:5]=1[N:11]1[C:43](=[O:45])[CH2:44][S:13]/[C:12]/1=[N:14]\[C:15]([NH:17][CH:18]1[CH2:26][C:25]2[C:20](=[CH:21][CH:22]=[C:23]([C:27]3[N:31]=[CH:30][N:29]([C:32]4[CH:33]=[CH:34][C:35]([O:38][C:39]([F:42])([F:41])[F:40])=[CH:36][CH:37]=4)[N:28]=3)[CH:24]=2)[CH2:19]1)=[O:16])([CH3:3])[CH3:2], predict the reactants needed to synthesize it. The reactants are: [CH:1]([C:4]1[CH:9]=[CH:8][C:7]([CH3:10])=[CH:6][C:5]=1[NH:11][C:12]([NH:14][C:15]([NH:17][CH:18]1[CH2:26][C:25]2[C:20](=[CH:21][CH:22]=[C:23]([C:27]3[N:31]=[CH:30][N:29]([C:32]4[CH:37]=[CH:36][C:35]([O:38][C:39]([F:42])([F:41])[F:40])=[CH:34][CH:33]=4)[N:28]=3)[CH:24]=2)[CH2:19]1)=[O:16])=[S:13])([CH3:3])[CH3:2].[CH2:43]([OH:45])[CH3:44].C([O-])(=O)C.[Na+].BrCC(OC)=O. (5) Given the product [OH:1][C@H:2]([CH3:38])[C@H:3]([NH:7][C:8]([C:10]1[C:18]2[C:13](=[N:14][CH:15]=[C:16]([C:19]3[C:27]4[C:22](=[CH:23][C:24]([F:28])=[CH:25][CH:26]=4)[N:21]([CH3:29])[N:20]=3)[N:17]=2)[NH:12][CH:11]=1)=[O:9])[CH2:4][O:5][CH3:6], predict the reactants needed to synthesize it. The reactants are: [OH:1][C@H:2]([CH3:38])[C@H:3]([NH:7][C:8]([C:10]1[C:18]2[C:13](=[N:14][CH:15]=[C:16]([C:19]3[C:27]4[C:22](=[CH:23][C:24]([F:28])=[CH:25][CH:26]=4)[N:21]([CH3:29])[N:20]=3)[N:17]=2)[N:12](COCC[Si](C)(C)C)[CH:11]=1)=[O:9])[CH2:4][O:5][CH3:6].C(O)(C(F)(F)F)=O.C(N)CN. (6) Given the product [CH3:16][C:2]1([CH3:17])[C:3](=[O:4])[NH:5][C:6]2[CH:11]=[C:10]([N+:12]([O-:14])=[O:13])[CH:9]=[CH:8][C:7]=2[O:15]1, predict the reactants needed to synthesize it. The reactants are: Br[C:2]([CH3:17])([CH3:16])[C:3]([NH:5][C:6]1[CH:11]=[C:10]([N+:12]([O-:14])=[O:13])[CH:9]=[CH:8][C:7]=1[OH:15])=[O:4].C([O-])([O-])=O.[K+].[K+]. (7) Given the product [C:21]([O:20][C:18]([NH:1][CH:2]([C:7]([CH3:10])([CH3:9])[CH3:8])[CH2:3][C:4]([OH:6])=[O:5])=[O:19])([CH3:24])([CH3:23])[CH3:22], predict the reactants needed to synthesize it. The reactants are: [NH2:1][CH:2]([C:7]([CH3:10])([CH3:9])[CH3:8])[CH2:3][C:4]([OH:6])=[O:5].C(N(CC)CC)C.[C:18](O[C:18]([O:20][C:21]([CH3:24])([CH3:23])[CH3:22])=[O:19])([O:20][C:21]([CH3:24])([CH3:23])[CH3:22])=[O:19]. (8) Given the product [F:8][C:9]1[CH:10]=[C:11]([C:16]2[O:20][N:19]=[C:18]([CH2:21][CH2:22][NH:23][CH2:31][CH3:32])[N:17]=2)[CH:12]=[CH:13][C:14]=1[F:15], predict the reactants needed to synthesize it. The reactants are: FC(F)(F)C(O)=O.[F:8][C:9]1[CH:10]=[C:11]([C:16]2[O:20][N:19]=[C:18]([CH2:21][CH2:22][N:23]([CH2:31][CH3:32])C(=O)OC(C)(C)C)[N:17]=2)[CH:12]=[CH:13][C:14]=1[F:15].C(=O)(O)[O-].[Na+]. (9) Given the product [NH2:35][C@@H:32]([C:26]1[C:25]([F:43])=[C:24]([C:23]([C:20]2[CH:19]=[N:18][C:17]([NH2:7])=[CH:22][CH:21]=2)=[O:44])[C:29]([O:30][CH3:31])=[CH:28][CH:27]=1)[CH2:33][CH3:34], predict the reactants needed to synthesize it. The reactants are: C(OC(=O)[N:7]([C:17]1[CH:22]=[CH:21][C:20]([C:23](=[O:44])[C:24]2[C:29]([O:30][CH3:31])=[CH:28][CH:27]=[C:26]([C@H:32]([NH:35]C(OC(C)(C)C)=O)[CH2:33][CH3:34])[C:25]=2[F:43])=[CH:19][N:18]=1)CC1C=CC(OC)=CC=1)(C)(C)C.C(O)(C(F)(F)F)=O.